Task: Binary Classification. Given a drug SMILES string, predict its activity (active/inactive) in a high-throughput screening assay against a specified biological target.. Dataset: Serine/threonine kinase 33 screen with 319,792 compounds (1) The drug is O(C(=O)C1CCCN(C1)C(=O)c1cc2oc(nc2cc1)c1cc(OC)ccc1)CC. The result is 0 (inactive). (2) The molecule is o1c(c2c(cccc2)C(O)=O)ccc1/C=C(\c1[nH]c2c(n1)ccc(c2)C)C#N. The result is 0 (inactive). (3) The drug is S(=O)(=O)(N1CCN(CC1)c1c(ccc(c1)C)C)c1cc2CCN(c2cc1)C(=O)CC. The result is 0 (inactive). (4) The compound is O(C(=O)C(NC(=O)c1nc[nH]c1C(=O)N(Cc1ccccc1)C)Cc1ccccc1)Cc1ccccc1. The result is 0 (inactive). (5) The compound is O1C2(C1c1c3c(ccc1)cccc3)C(=O)c1c(C2=O)cccc1. The result is 0 (inactive). (6) The compound is s1c2c(CCC2)c(c1NC(=O)COC(=O)c1ncccc1)C(OCC)=O. The result is 0 (inactive). (7) The compound is S(=O)(=O)(N1CCN(CC1)C(=O)CCC(=O)NC1CCCc2c1cccc2)c1ccc(cc1)C. The result is 0 (inactive). (8) The result is 0 (inactive). The drug is Clc1ccc(CN2CC(C(=O)N3CCC(CC3)CCO)CCC2=O)cc1.